From a dataset of Reaction yield outcomes from USPTO patents with 853,638 reactions. Predict the reaction yield, written as a fraction of the theoretical maximum amount of product (1.0 means a 100% yield; for example, 0.34 means a 34% yield). The product is [CH3:1][O:2][C:3]([C@@H:5]1[CH2:10][CH2:9][CH2:8][N:7]([C:11](=[O:29])[C@@H:12]([NH:14][C:15](=[O:28])[C@@H:16]([NH:20][C:21](=[O:23])[C@@:69]([CH3:81])([CH2:73][O:74][CH2:75][CH2:30][Si:31]([CH3:33])([CH3:42])[CH3:32])/[CH:68]=[CH:67]/[C:61]2([C@H:119]([O:118][C:115](=[O:117])[CH3:116])[CH3:120])[CH:60]=[C:59]3[C:64]([CH:65]=[CH:66][CH:57]=[N:58]3)=[CH:63][CH2:62]2)[CH:17]([CH3:18])[CH3:19])[CH3:13])[NH:6]1)=[O:4]. The yield is 0.690. The catalyst is ClCCl.C(#N)C. The reactants are [CH3:1][O:2][C:3]([C@@H:5]1[CH2:10][CH2:9][CH2:8][N:7]([C:11](=[O:29])[C@@H:12]([NH:14][C:15](=[O:28])[C@@H:16]([NH:20][C:21]([O:23]C(C)(C)C)=O)[CH:17]([CH3:19])[CH3:18])[CH3:13])[NH:6]1)=[O:4].[CH3:30][Si:31](OS(C(F)(F)F)(=O)=O)([CH3:33])[CH3:32].[CH:42](N(CC)C(C)C)(C)C.C(O[C@@H]([C:57]1[CH:66]=[CH:65][C:64]2[C:59](=[CH:60][C:61](/[CH:67]=[CH:68]/[C@:69]([CH3:81])([CH2:73][O:74][CH2:75]C[Si](C)(C)C)C(O)=O)=[CH:62][CH:63]=2)[N:58]=1)C)(=O)C.C[NH3+].F[P-](F)(F)(F)(F)F.N1(OC(N(C)C)=[N+](C)C)C2N=CC=CC=2N=N1.F[P-](F)(F)(F)(F)F.[C:115]([O:118][CH2:119][CH3:120])(=[O:117])[CH3:116].